This data is from Full USPTO retrosynthesis dataset with 1.9M reactions from patents (1976-2016). The task is: Predict the reactants needed to synthesize the given product. (1) Given the product [Cl:13][C:5]1[C:4]([Cl:14])=[C:3]([Cl:15])[C:2]([Cl:1])=[C:7]2[C:6]=1[C:11](=[O:12])[O:10][C:8]12[C:20]2[CH:21]=[CH:22][C:23]([OH:24])=[C:17]([Cl:16])[C:18]=2[O:19][C:23]2[C:22]1=[CH:21][CH:20]=[C:18]([OH:19])[C:17]=2[Cl:16], predict the reactants needed to synthesize it. The reactants are: [Cl:1][C:2]1[C:3]([Cl:15])=[C:4]([Cl:14])[C:5]([Cl:13])=[C:6]2[C:11](=[O:12])[O:10][C:8](=O)[C:7]=12.[Cl:16][C:17]1[C:23]([OH:24])=[CH:22][CH:21]=[CH:20][C:18]=1[OH:19]. (2) Given the product [ClH:22].[C:1]([C:5]1[CH:10]=[CH:9][C:8]([C:11]2[N:12]([C:30]([N:48]3[CH2:47][CH2:46][N:45]([CH2:44][CH2:43][S:40]([CH3:39])(=[O:41])=[O:42])[CH2:50][CH2:49]3)=[O:31])[C@H:13]([C:23]3[CH:24]=[CH:25][C:26]([Cl:29])=[CH:27][CH:28]=3)[C@H:14]([C:16]3[CH:21]=[CH:20][C:19]([Cl:22])=[CH:18][CH:17]=3)[N:15]=2)=[C:7]([O:33][CH:34]([CH3:35])[CH3:36])[CH:6]=1)([CH3:3])([CH3:4])[CH3:2], predict the reactants needed to synthesize it. The reactants are: [C:1]([C:5]1[CH:10]=[CH:9][C:8]([C:11]2[N:12]([C:30](Cl)=[O:31])[C@H:13]([C:23]3[CH:28]=[CH:27][C:26]([Cl:29])=[CH:25][CH:24]=3)[C@H:14]([C:16]3[CH:21]=[CH:20][C:19]([Cl:22])=[CH:18][CH:17]=3)[N:15]=2)=[C:7]([O:33][CH:34]([CH3:36])[CH3:35])[CH:6]=1)([CH3:4])([CH3:3])[CH3:2].Cl.Cl.[CH3:39][S:40]([CH2:43][CH2:44][N:45]1[CH2:50][CH2:49][NH:48][CH2:47][CH2:46]1)(=[O:42])=[O:41]. (3) Given the product [CH3:23][CH:22]([CH3:24])[CH2:21][CH:20]=[CH:19][C@@H:6]1[CH2:5][C@@H:4]([O:3][CH2:28][C:27]([CH3:29])=[CH2:26])[CH2:8][N:7]1[C:9]([O:11][CH2:12][C:13]1[CH:18]=[CH:17][CH:16]=[CH:15][CH:14]=1)=[O:10], predict the reactants needed to synthesize it. The reactants are: [OH-].[Na+].[OH:3][C@H:4]1[CH2:8][N:7]([C:9]([O:11][CH2:12][C:13]2[CH:18]=[CH:17][CH:16]=[CH:15][CH:14]=2)=[O:10])[C@H:6]([CH:19]=[CH:20][CH2:21][CH:22]([CH3:24])[CH3:23])[CH2:5]1.Cl[CH2:26][C:27]([CH3:29])=[CH2:28].O. (4) Given the product [F:1][C:2]1[CH:7]=[CH:6][C:5]([CH:8]2[CH2:13][C:12](=[O:14])[CH2:11][CH2:10][N:9]2[C:15]([N:17]2[CH2:23][C:22]3[CH:24]=[C:25]([C:28]4[CH:33]=[CH:32][C:31]([C:34]5[NH:38][CH:37]=[CH:36][N:35]=5)=[CH:30][CH:29]=4)[CH:26]=[CH:27][C:21]=3[O:20][CH2:19][CH2:18]2)=[O:16])=[CH:4][CH:3]=1, predict the reactants needed to synthesize it. The reactants are: [F:1][C:2]1[CH:7]=[CH:6][C:5]([CH:8]2[CH2:13][C:12](=[O:14])[CH2:11][CH2:10][N:9]2[C:15]([N:17]2[CH2:23][C:22]3[CH:24]=[C:25]([C:28]4[CH:33]=[CH:32][C:31]([C:34]5[N:35](C(OCC(C)C)=O)[CH:36]=[CH:37][N:38]=5)=[CH:30][CH:29]=4)[CH:26]=[CH:27][C:21]=3[O:20][CH2:19][CH2:18]2)=[O:16])=[CH:4][CH:3]=1.C(=O)([O-])[O-].[K+].[K+]. (5) Given the product [Br:57][CH2:20][C@@H:14]1[CH2:13][C@:12]2([C:22]3[CH:27]=[CH:26][CH:25]=[CH:24][CH:23]=3)[NH:19][C@H:15]1[CH2:16][CH2:17][C@H:11]2[NH:10][CH2:9][C:8]1[CH:28]=[C:29]([O:32][C:33]([F:34])([F:35])[F:36])[CH:30]=[CH:31][C:7]=1[O:6][CH:3]1[CH2:4][CH2:5]1, predict the reactants needed to synthesize it. The reactants are: Cl.Cl.[CH:3]1([O:6][C:7]2[CH:31]=[CH:30][C:29]([O:32][C:33]([F:36])([F:35])[F:34])=[CH:28][C:8]=2[CH2:9][NH:10][C@H:11]2[C@@H:17](F)[CH2:16][C@@H:15]3[NH:19][C@@:12]2([C:22]2[CH:27]=[CH:26][CH:25]=[CH:24][CH:23]=2)[CH2:13][C@H:14]3[CH2:20]O)[CH2:5][CH2:4]1.C1(P(C2C=CC=CC=2)C2C=CC=CC=2)C=CC=CC=1.C(Br)(Br)(Br)[Br:57].O. (6) Given the product [OH:8][C:9]1[CH:10]=[CH:11][C:12]([CH:15]2[CH2:20][CH2:19][CH2:18][CH:17]([CH2:21][C:22]([O:24][CH2:25][CH3:26])=[O:23])[CH2:16]2)=[CH:13][CH:14]=1, predict the reactants needed to synthesize it. The reactants are: C([O:8][C:9]1[CH:14]=[CH:13][C:12]([CH:15]2[CH2:20][CH2:19][CH2:18][C:17](=[CH:21][C:22]([O:24][CH2:25][CH3:26])=[O:23])[CH2:16]2)=[CH:11][CH:10]=1)C1C=CC=CC=1.NC1C=CC(C2CCC(C(OC)=O)C2)=CC=1.S([O-])([O-])(=O)=O.[Mg+2]. (7) Given the product [Cl:1][C:2]1[CH:3]=[CH:4][C:5]2[N:11]3[C:12]([C:15]([F:16])([F:17])[F:18])=[N:13][N:14]=[C:10]3[C@@H:9]([CH2:19][CH2:20][C:21]3[O:22][C:23]([CH2:26][CH2:27][C:28]([O:30][CH3:31])=[O:29])=[CH:24][N:25]=3)[S:8][C@H:7]([C:32]3[CH:37]=[CH:36][CH:35]=[C:34]([O:38][CH3:39])[C:33]=3[O:40][CH3:41])[C:6]=2[CH:42]=1, predict the reactants needed to synthesize it. The reactants are: [Cl:1][C:2]1[CH:3]=[CH:4][C:5]2[N:11]3[C:12]([C:15]([F:18])([F:17])[F:16])=[N:13][N:14]=[C:10]3[CH:9]([CH2:19][CH2:20][C:21]3[O:22][C:23]([CH2:26][CH2:27][C:28]([O:30][CH3:31])=[O:29])=[CH:24][N:25]=3)[S:8][CH:7]([C:32]3[CH:37]=[CH:36][CH:35]=[C:34]([O:38][CH3:39])[C:33]=3[O:40][CH3:41])[C:6]=2[CH:42]=1. (8) Given the product [OH:10][C:9]1[CH:8]=[C:7]([O:11][CH2:18][O:19][CH3:20])[CH:6]=[CH:5][C:4]=1[C:2](=[O:3])[CH3:1], predict the reactants needed to synthesize it. The reactants are: [CH3:1][C:2]([C:4]1[CH:5]=[CH:6][C:7]([OH:11])=[CH:8][C:9]=1[OH:10])=[O:3].C(=O)([O-])[O-].[K+].[K+].[CH3:18][O:19][CH:20](Cl)Cl.